From a dataset of KCNQ2 potassium channel screen with 302,405 compounds. Binary Classification. Given a drug SMILES string, predict its activity (active/inactive) in a high-throughput screening assay against a specified biological target. (1) The compound is s1c2c(CC(OC2)(C)C)c2c1nc(SC)[nH]c2=S. The result is 1 (active). (2) The compound is S=C(NCCc1ccc(OC)cc1)Nc1ccc(C(C)C)cc1. The result is 0 (inactive). (3) The molecule is O(C1CCN(CC1)C\C=C\c1cc(OC)c(O)cc1)c1ccc(C(=O)N2CCCC2)cc1. The result is 0 (inactive). (4) The molecule is Clc1nnc(c2c(n(nc12)c1ccc(OCC)cc1)C)C. The result is 0 (inactive). (5) The compound is S(c1n(c(nn1)c1oc2c(c1)cccc2)C)CC(=O)Nc1c(F)cccc1. The result is 0 (inactive). (6) The drug is Fc1ccc(c2nc3c(n4c2ncc4)ccc(c3)C(OCC)=O)cc1. The result is 0 (inactive). (7) The compound is S=C(NCc1ccc(OC)cc1)N\N=C\c1cc(OC)c(OC)cc1. The result is 0 (inactive). (8) The drug is s1c(NC(=O)c2oc(c3ccc([N+]([O-])=O)cc3)cc2)ncc1. The result is 0 (inactive).